This data is from NCI-60 drug combinations with 297,098 pairs across 59 cell lines. The task is: Regression. Given two drug SMILES strings and cell line genomic features, predict the synergy score measuring deviation from expected non-interaction effect. (1) Drug 1: CN(C(=O)NC(C=O)C(C(C(CO)O)O)O)N=O. Drug 2: C1CNP(=O)(OC1)N(CCCl)CCCl. Cell line: SNB-19. Synergy scores: CSS=3.34, Synergy_ZIP=-3.19, Synergy_Bliss=-3.91, Synergy_Loewe=-2.54, Synergy_HSA=-2.21. (2) Synergy scores: CSS=17.8, Synergy_ZIP=-7.65, Synergy_Bliss=-3.31, Synergy_Loewe=-4.34, Synergy_HSA=-4.21. Drug 2: CC1CCCC2(C(O2)CC(NC(=O)CC(C(C(=O)C(C1O)C)(C)C)O)C(=CC3=CSC(=N3)C)C)C. Drug 1: C1=C(C(=O)NC(=O)N1)N(CCCl)CCCl. Cell line: SW-620.